From a dataset of Catalyst prediction with 721,799 reactions and 888 catalyst types from USPTO. Predict which catalyst facilitates the given reaction. (1) Reactant: N1(O[C:11]2[N:16]=[C:15]([NH:17][CH2:18][CH2:19][CH3:20])[C:14]([C:21]#[C:22][CH2:23][CH2:24][CH2:25][NH:26][C:27](=[O:39])[C@@H:28]([N:30]([CH3:38])[C:31](=[O:37])[O:32][C:33]([CH3:36])([CH3:35])[CH3:34])[CH3:29])=[CH:13][N:12]=2)C2C=CC=CC=2N=N1.[CH3:40][NH2:41]. Product: [CH3:38][N:30]([C@@H:28]([CH3:29])[C:27]([NH:26][CH2:25][CH2:24][CH2:23][C:22]#[C:21][C:14]1[C:15]([NH:17][CH2:18][CH2:19][CH3:20])=[N:16][C:11]([NH:41][CH3:40])=[N:12][CH:13]=1)=[O:39])[C:31](=[O:37])[O:32][C:33]([CH3:36])([CH3:34])[CH3:35]. The catalyst class is: 7. (2) Reactant: C([N:8]1[CH2:13][CH2:12][C:11]([CH2:15][C:16]2[CH:21]=[CH:20][CH:19]=[CH:18][C:17]=2[F:22])([OH:14])[CH2:10][CH2:9]1)C1C=CC=CC=1. The catalyst class is: 78. Product: [F:22][C:17]1[CH:18]=[CH:19][CH:20]=[CH:21][C:16]=1[CH2:15][C:11]1([OH:14])[CH2:10][CH2:9][NH:8][CH2:13][CH2:12]1. (3) Reactant: Br[C:2]1[S:6][C:5]([CH:7]2[N:11]([C:12]3[CH:17]=[CH:16][C:15]([F:18])=[CH:14][C:13]=3[F:19])[N:10]=[C:9]([C:20]([F:26])([F:25])[C:21]([F:24])([F:23])[F:22])[CH2:8]2)=[CH:4][CH:3]=1.[C:27]([N:34]1[CH2:39][CH2:38][NH:37][CH2:36][CH2:35]1)([O:29][C:30]([CH3:33])([CH3:32])[CH3:31])=[O:28].C1C=CC(P(C2C(C3C(P(C4C=CC=CC=4)C4C=CC=CC=4)=CC=C4C=3C=CC=C4)=C3C(C=CC=C3)=CC=2)C2C=CC=CC=2)=CC=1.CC(C)([O-])C.[Na+]. Product: [C:27]([N:34]1[CH2:35][CH2:36][N:37]([C:2]2[S:6][C:5]([CH:7]3[N:11]([C:12]4[CH:17]=[CH:16][C:15]([F:18])=[CH:14][C:13]=4[F:19])[N:10]=[C:9]([C:20]([F:26])([F:25])[C:21]([F:24])([F:23])[F:22])[CH2:8]3)=[CH:4][CH:3]=2)[CH2:38][CH2:39]1)([O:29][C:30]([CH3:33])([CH3:32])[CH3:31])=[O:28]. The catalyst class is: 187. (4) Reactant: [Cl:1][C:2]1[CH:3]=[C:4]([C:9]([CH3:14])([CH3:13])[C:10](Cl)=[O:11])[CH:5]=[C:6]([Cl:8])[CH:7]=1.[CH2:15]([N:22]1[CH2:26][C@@H:25]([C:27]2[CH:32]=[CH:31][CH:30]=[CH:29][C:28]=2[CH3:33])[C@H:24]([NH:34][CH3:35])[CH2:23]1)[C:16]1[CH:21]=[CH:20][CH:19]=[CH:18][CH:17]=1.C(N(C(C)C)C(C)C)C. Product: [CH2:15]([N:22]1[CH2:26][C@@H:25]([C:27]2[CH:32]=[CH:31][CH:30]=[CH:29][C:28]=2[CH3:33])[C@H:24]([N:34]([CH3:35])[C:10](=[O:11])[C:9]([C:4]2[CH:3]=[C:2]([Cl:1])[CH:7]=[C:6]([Cl:8])[CH:5]=2)([CH3:14])[CH3:13])[CH2:23]1)[C:16]1[CH:17]=[CH:18][CH:19]=[CH:20][CH:21]=1. The catalyst class is: 2. (5) Reactant: [Cl:1][C:2]1[N:11]=[CH:10][CH:9]=[C:8]2[C:3]=1[C:4]1[CH:16]=[C:15]([F:17])[CH:14]=[CH:13][C:5]=1[N:6]=[C:7]2Cl.[C:18]([C:22]1[CH:23]=[CH:24][C:25]([CH3:29])=[C:26]([CH:28]=1)[NH2:27])([CH3:21])([CH3:20])[CH3:19].C[Si]([N-][Si](C)(C)C)(C)C.[Na+]. Product: [C:18]([C:22]1[CH:23]=[CH:24][C:25]([CH3:29])=[C:26]([NH:27][C:7]2[C:8]3[C:3](=[C:2]([Cl:1])[N:11]=[CH:10][CH:9]=3)[C:4]3[CH:16]=[C:15]([F:17])[CH:14]=[CH:13][C:5]=3[N:6]=2)[CH:28]=1)([CH3:21])([CH3:20])[CH3:19]. The catalyst class is: 44. (6) Product: [CH3:27][NH:28][C:3]([CH:5]1[CH2:9][C:8](=[O:10])[N:7]([C:11]2[CH:16]=[CH:15][C:14]([O:17][CH2:18][C:19]3[CH:24]=[CH:23][CH:22]=[C:21]([F:25])[CH:20]=3)=[C:13]([CH3:26])[CH:12]=2)[CH2:6]1)=[O:2]. Reactant: C[O:2][C:3]([CH:5]1[CH2:9][C:8](=[O:10])[N:7]([C:11]2[CH:16]=[CH:15][C:14]([O:17][CH2:18][C:19]3[CH:24]=[CH:23][CH:22]=[C:21]([F:25])[CH:20]=3)=[C:13]([CH3:26])[CH:12]=2)[CH2:6]1)=O.[CH3:27][NH2:28]. The catalyst class is: 8. (7) Reactant: [Br:1][C:2]1[CH:10]=[C:9]2[C:5]([CH2:6][C:7]3([CH2:30][CH2:29][CH:28]([O:31][CH3:32])[CH2:27][CH2:26]3)[C:8]2([NH:16][S:17]([CH2:20][CH2:21][Si:22]([CH3:25])([CH3:24])[CH3:23])(=[O:19])=[O:18])[C:11]([O:13][CH2:14][CH3:15])=C)=[CH:4][CH:3]=1.C([O-])([O-])=[O:34].[K+].[K+].FC(F)CI. Product: [Br:1][C:2]1[CH:10]=[C:9]2[C:5]([CH2:6][C:7]3([CH2:30][CH2:29][CH:28]([O:31][CH3:32])[CH2:27][CH2:26]3)[C:8]2([NH:16][S:17]([CH2:20][CH2:21][Si:22]([CH3:25])([CH3:24])[CH3:23])(=[O:18])=[O:19])[C:11]([O:13][CH2:14][CH3:15])=[O:34])=[CH:4][CH:3]=1. The catalyst class is: 23. (8) Reactant: [C:1]1([CH3:16])[CH:6]=[CH:5][C:4]([O:7][C:8]2[C:13]([CH2:14][NH2:15])=[CH:12][N:11]=[CH:10][N:9]=2)=[CH:3][CH:2]=1.CCN(C(C)C)C(C)C.Cl[C:27]1[N:32]=[C:31]([Cl:33])[C:30]([C:34]([F:37])([F:36])[F:35])=[CH:29][N:28]=1. The catalyst class is: 3. Product: [Cl:33][C:31]1[C:30]([C:34]([F:36])([F:35])[F:37])=[CH:29][N:28]=[C:27]([NH:15][CH2:14][C:13]2[C:8]([O:7][C:4]3[CH:3]=[CH:2][C:1]([CH3:16])=[CH:6][CH:5]=3)=[N:9][CH:10]=[N:11][CH:12]=2)[N:32]=1. (9) Reactant: ClC(OC(C)C)=O.[C:8]([O:12][C:13]([NH:15][C@@H:16]([CH3:20])[C:17](O)=[O:18])=[O:14])([CH3:11])([CH3:10])[CH3:9].C(N(CC)CC)C.[OH-:28].[Na+].Cl.[NH2:31]O. Product: [OH:28][NH:31][C:17](=[O:18])[C@H:16]([NH:15][C:13](=[O:14])[O:12][C:8]([CH3:11])([CH3:10])[CH3:9])[CH3:20]. The catalyst class is: 111. (10) Reactant: Cl.[C:2]1([C@@H:8]2[CH2:17][CH2:16][C:15]3[C:10](=[CH:11][CH:12]=[CH:13][CH:14]=3)[C@@H:9]2[NH2:18])[CH:7]=[CH:6][CH:5]=[CH:4][CH:3]=1.C([O-])(O)=O.[Na+].[C:24](Cl)(Cl)=[S:25]. Product: [N:18]([C@H:9]1[C:10]2[C:15](=[CH:14][CH:13]=[CH:12][CH:11]=2)[CH2:16][CH2:17][C@H:8]1[C:2]1[CH:3]=[CH:4][CH:5]=[CH:6][CH:7]=1)=[C:24]=[S:25]. The catalyst class is: 839.